The task is: Regression. Given two drug SMILES strings and cell line genomic features, predict the synergy score measuring deviation from expected non-interaction effect.. This data is from NCI-60 drug combinations with 297,098 pairs across 59 cell lines. (1) Cell line: U251. Drug 1: CC1=C2C(C(=O)C3(C(CC4C(C3C(C(C2(C)C)(CC1OC(=O)C(C(C5=CC=CC=C5)NC(=O)OC(C)(C)C)O)O)OC(=O)C6=CC=CC=C6)(CO4)OC(=O)C)O)C)O. Drug 2: COCCOC1=C(C=C2C(=C1)C(=NC=N2)NC3=CC=CC(=C3)C#C)OCCOC.Cl. Synergy scores: CSS=45.2, Synergy_ZIP=-4.12, Synergy_Bliss=-12.3, Synergy_Loewe=-63.4, Synergy_HSA=-10.6. (2) Drug 1: C1=NC2=C(N=C(N=C2N1C3C(C(C(O3)CO)O)O)F)N. Drug 2: C1=NC2=C(N=C(N=C2N1C3C(C(C(O3)CO)O)F)Cl)N. Cell line: BT-549. Synergy scores: CSS=1.09, Synergy_ZIP=1.81, Synergy_Bliss=4.80, Synergy_Loewe=-7.53, Synergy_HSA=-2.58. (3) Drug 1: CN(C)N=NC1=C(NC=N1)C(=O)N. Drug 2: CCN(CC)CCCC(C)NC1=C2C=C(C=CC2=NC3=C1C=CC(=C3)Cl)OC. Cell line: HCT-15. Synergy scores: CSS=28.7, Synergy_ZIP=6.79, Synergy_Bliss=9.29, Synergy_Loewe=-4.22, Synergy_HSA=7.98. (4) Drug 1: CCC1=CC2CC(C3=C(CN(C2)C1)C4=CC=CC=C4N3)(C5=C(C=C6C(=C5)C78CCN9C7C(C=CC9)(C(C(C8N6C)(C(=O)OC)O)OC(=O)C)CC)OC)C(=O)OC.C(C(C(=O)O)O)(C(=O)O)O. Drug 2: CN(CCCl)CCCl.Cl. Cell line: OVCAR3. Synergy scores: CSS=59.8, Synergy_ZIP=-3.83, Synergy_Bliss=-2.77, Synergy_Loewe=-14.5, Synergy_HSA=-2.34. (5) Drug 2: COC1=NC(=NC2=C1N=CN2C3C(C(C(O3)CO)O)O)N. Synergy scores: CSS=27.4, Synergy_ZIP=-0.857, Synergy_Bliss=-2.27, Synergy_Loewe=-65.7, Synergy_HSA=-1.23. Cell line: RXF 393. Drug 1: CN(CC1=CN=C2C(=N1)C(=NC(=N2)N)N)C3=CC=C(C=C3)C(=O)NC(CCC(=O)O)C(=O)O. (6) Drug 1: C1=CC(=CC=C1CCC2=CNC3=C2C(=O)NC(=N3)N)C(=O)NC(CCC(=O)O)C(=O)O. Drug 2: C1=C(C(=O)NC(=O)N1)N(CCCl)CCCl. Cell line: SNB-19. Synergy scores: CSS=44.4, Synergy_ZIP=-2.97, Synergy_Bliss=-1.40, Synergy_Loewe=-5.04, Synergy_HSA=3.02. (7) Cell line: A498. Drug 1: CC(CN1CC(=O)NC(=O)C1)N2CC(=O)NC(=O)C2. Synergy scores: CSS=30.4, Synergy_ZIP=-1.08, Synergy_Bliss=4.14, Synergy_Loewe=-2.00, Synergy_HSA=5.08. Drug 2: CS(=O)(=O)OCCCCOS(=O)(=O)C.